From a dataset of Full USPTO retrosynthesis dataset with 1.9M reactions from patents (1976-2016). Predict the reactants needed to synthesize the given product. (1) Given the product [OH:8][C@@H:9]([CH3:12])[C@H:10]([CH3:11])[C@@H:6]([C:7]([OH:13])=[O:17])[NH2:5], predict the reactants needed to synthesize it. The reactants are: O[Li].O.Cl.[NH2:5][C@H:6]1[C@@H:10]([CH3:11])[C@H:9]([CH3:12])[O:8][C:7]1=[O:13].N[C@H]1[C@@H](C)[C@H](C)[O:17]C1=O.C(O)(=O)C. (2) Given the product [CH3:1][C:2]1([C:5]2[NH:15][C:13](=[O:14])[C:9]3[NH:10][N:11]=[CH:12][C:8]=3[N:7]=2)[CH2:4][CH2:3]1, predict the reactants needed to synthesize it. The reactants are: [CH3:1][C:2]1([C:5]([NH:7][C:8]2[CH:12]=[N:11][NH:10][C:9]=2[C:13]([NH2:15])=[O:14])=O)[CH2:4][CH2:3]1.C(O[K])(C)(C)C.